From a dataset of Full USPTO retrosynthesis dataset with 1.9M reactions from patents (1976-2016). Predict the reactants needed to synthesize the given product. (1) Given the product [CH3:1][S:2]([C:5]1[CH:6]=[CH:7][C:8]([O:9][CH2:10][C:11]2[CH:16]=[CH:15][C:14]([CH:17]3[CH2:22][CH2:21][N:20]([C:23]4[N:41]=[CH:42][C:37]([CH2:32][CH2:33][CH2:34][CH2:35][CH3:36])=[CH:38][N:39]=4)[CH2:19][CH2:18]3)=[CH:13][N:12]=2)=[CH:30][CH:31]=1)(=[O:4])=[O:3], predict the reactants needed to synthesize it. The reactants are: [CH3:1][S:2]([C:5]1[CH:31]=[CH:30][C:8]([O:9][CH2:10][C:11]2[CH:16]=[CH:15][C:14]([CH:17]3[CH2:22][CH2:21][N:20]([C:23](OC(C)(C)C)=O)[CH2:19][CH2:18]3)=[CH:13][N:12]=2)=[CH:7][CH:6]=1)(=[O:4])=[O:3].[CH2:32]([C:37]1[CH:38]=[N:39]C(Br)=[N:41][CH:42]=1)[CH2:33][CH2:34][CH2:35][CH3:36]. (2) Given the product [Cl:22][C:5]1[CH:4]=[CH:3][C:2]([NH:1][CH3:23])=[CH:21][C:6]=1[C:7]([NH:9][CH2:10][C:11]12[CH2:12][CH:13]3[CH2:19][CH:17]([CH2:16][CH:15]([CH2:14]3)[CH2:20]1)[CH2:18]2)=[O:8], predict the reactants needed to synthesize it. The reactants are: [NH2:1][C:2]1[CH:3]=[CH:4][C:5]([Cl:22])=[C:6]([CH:21]=1)[C:7]([NH:9][CH2:10][C:11]12[CH2:20][CH:15]3[CH2:16][CH:17]([CH2:19][CH:13]([CH2:14]3)[CH2:12]1)[CH2:18]2)=[O:8].[CH2:23](OC(OCC)OCC)C. (3) Given the product [OH:26][CH2:24][C:18]1([C:12]2[CH:13]=[CH:14][CH:15]=[CH:16][CH:17]=2)[CH2:19][CH2:20][N:21]([C:33]([O:34][C:35]([CH3:38])([CH3:37])[CH3:36])=[O:39])[CH2:22][CH2:23]1, predict the reactants needed to synthesize it. The reactants are: CC1C=CC(S(O)(=O)=O)=CC=1.[C:12]1([C:18]2([C:24]([OH:26])=O)[CH2:23][CH2:22][NH:21][CH2:20][CH2:19]2)[CH:17]=[CH:16][CH:15]=[CH:14][CH:13]=1.O1CCCC1.B.[C:33](=O)([O:39]C(C)(C)C)[O:34][C:35]([CH3:38])([CH3:37])[CH3:36].[OH-].[Na+].